This data is from Full USPTO retrosynthesis dataset with 1.9M reactions from patents (1976-2016). The task is: Predict the reactants needed to synthesize the given product. (1) Given the product [C:1]([O:5][C:6](=[O:14])[N:7]([CH:8]1[CH2:12][CH2:11][N:10]([C:22]2[CH:23]=[CH:24][C:19]3[N:20]([C:16]([Br:15])=[CH:17][N:18]=3)[N:21]=2)[CH2:9]1)[CH3:13])([CH3:4])([CH3:3])[CH3:2], predict the reactants needed to synthesize it. The reactants are: [C:1]([O:5][C:6](=[O:14])[N:7]([CH3:13])[CH:8]1[CH2:12][CH2:11][NH:10][CH2:9]1)([CH3:4])([CH3:3])[CH3:2].[Br:15][C:16]1[N:20]2[N:21]=[C:22](F)[CH:23]=[CH:24][C:19]2=[N:18][CH:17]=1.C(N(CC)CC)C. (2) Given the product [C:1]1([S:7]([CH2:10][C:11]2[C:16]([C:17]([OH:19])=[O:18])=[C:15]([O:20][CH3:21])[C:14]([C:24]3[O:23][CH:27]=[CH:26][CH:25]=3)=[CH:13][CH:12]=2)(=[O:9])=[O:8])[CH:6]=[CH:5][CH:4]=[CH:3][CH:2]=1, predict the reactants needed to synthesize it. The reactants are: [C:1]1([S:7]([CH2:10][C:11]2[C:16]([C:17]([OH:19])=[O:18])=[C:15]([O:20][CH3:21])[C:14](Br)=[CH:13][CH:12]=2)(=[O:9])=[O:8])[CH:6]=[CH:5][CH:4]=[CH:3][CH:2]=1.[O:23]1[CH:27]=[CH:26][CH:25]=[C:24]1B(O)O.C(=O)([O-])[O-].[Cs+].[Cs+]. (3) Given the product [NH2:14][C:15](=[N:21][O:6][CH2:7][C:8]([F:9])([F:10])[F:11])[C:16](=[N:19][O:26][CH2:23][C:8]([F:11])([F:10])[F:9])[C:17]#[N:18], predict the reactants needed to synthesize it. The reactants are: FC(F)(F)S([O:6][CH2:7][C:8]([F:11])([F:10])[F:9])(=O)=O.[NH2:14][C:15](=[N:21]O)[C:16](=[N:19]O)[C:17]#[N:18].[C:23](=[O:26])([O-])[O-].[K+].[K+].[H-].[Na+]. (4) Given the product [CH2:34]([O:33][C:31](=[O:32])[CH2:30][N:7]1[C:8]2[CH:9]=[CH:10][CH:11]=[CH:12][C:13]=2[C:14]2[CH2:1][CH2:2][N:3]([C:15]([O:17][C:18]([CH3:21])([CH3:20])[CH3:19])=[O:16])[CH2:4][CH2:5][C:6]1=2)[CH3:35], predict the reactants needed to synthesize it. The reactants are: [CH2:1]1[C:14]2[C:13]3[CH:12]=[CH:11][CH:10]=[CH:9][C:8]=3[NH:7][C:6]=2[CH2:5][CH2:4][N:3]([C:15]([O:17][C:18]([CH3:21])([CH3:20])[CH3:19])=[O:16])[CH2:2]1.CN(C)C=O.[H-].[Na+].Br[CH2:30][C:31]([O:33][CH2:34][CH3:35])=[O:32]. (5) Given the product [Cl:1][C:2]1[CH:3]=[C:4]2[C:9](=[CH:10][CH:11]=1)[C:8]([CH3:13])([CH3:12])[C:7](=[O:14])[C:6]([C:15]([NH:27][CH3:26])=[O:16])=[C:5]2[OH:20], predict the reactants needed to synthesize it. The reactants are: [Cl:1][C:2]1[CH:3]=[C:4]2[C:9](=[CH:10][CH:11]=1)[C:8]([CH3:13])([CH3:12])[C:7](=[O:14])[C:6]([C:15](OCC)=[O:16])=[C:5]2[OH:20].C1COCC1.[CH3:26][NH2:27]. (6) Given the product [Br:1][C:2]1[CH:3]=[C:4]2[C:9](=[CH:10][CH:11]=1)[C:8](=[O:12])[NH:7][C:6](=[O:13])/[C:5]/2=[CH:14]\[NH:17][CH2:18][C:19]1[CH:20]=[N:21][CH:22]=[CH:23][CH:24]=1, predict the reactants needed to synthesize it. The reactants are: [Br:1][C:2]1[CH:3]=[C:4]2[C:9](=[CH:10][CH:11]=1)[C:8](=[O:12])[NH:7][C:6](=[O:13])/[C:5]/2=[CH:14]/OC.[NH2:17][CH2:18][C:19]1[CH:20]=[N:21][CH:22]=[CH:23][CH:24]=1.C(OCC)C. (7) The reactants are: FC(F)(F)C([N:5]([CH2:15][CH:16]1[CH2:21][CH2:20][N:19]([CH2:22][CH2:23][OH:24])[CH2:18][CH2:17]1)[C@@H:6]1[CH2:8][C@H:7]1[C:9]1[CH:14]=[CH:13][CH:12]=[CH:11][CH:10]=1)=O.[OH-].[Na+].C(OCC)(=O)C. Given the product [C:9]1([C@@H:7]2[CH2:8][C@H:6]2[NH:5][CH2:15][CH:16]2[CH2:21][CH2:20][N:19]([CH2:22][CH2:23][OH:24])[CH2:18][CH2:17]2)[CH:10]=[CH:11][CH:12]=[CH:13][CH:14]=1, predict the reactants needed to synthesize it. (8) Given the product [Cl:1][C:2]1[CH:7]=[C:6]([C:8]#[N:9])[CH:5]=[C:4]([S:12][CH3:11])[N:3]=1, predict the reactants needed to synthesize it. The reactants are: [Cl:1][C:2]1[CH:7]=[C:6]([C:8]#[N:9])[CH:5]=[C:4](Cl)[N:3]=1.[CH3:11][S-:12].[Na+]. (9) Given the product [CH2:10]([N:13]([CH2:14][CH2:15][CH3:16])[CH2:2][CH2:1][C:3]1[CH2:8][CH2:7][CH2:6][C:5](=[O:9])[CH:4]=1)[CH2:11][CH3:12], predict the reactants needed to synthesize it. The reactants are: [CH:1]([C:3]1[CH2:8][CH2:7][CH2:6][C:5](=[O:9])[CH:4]=1)=[CH2:2].[CH2:10]([NH:13][CH2:14][CH2:15][CH3:16])[CH2:11][CH3:12].C([O-])([O-])=O.[Cs+].[Cs+].[K+].[Br-]. (10) Given the product [CH3:10][C:11]1[N:12]=[CH:13][C:14]([C:2]2[O:6][C:5]([CH3:7])=[C:4]([CH:8]=[O:9])[CH:3]=2)=[CH:15][CH:16]=1, predict the reactants needed to synthesize it. The reactants are: Br[C:2]1[O:6][C:5]([CH3:7])=[C:4]([CH:8]=[O:9])[CH:3]=1.[CH3:10][C:11]1[CH:16]=[CH:15][C:14](B2OC(C)(C)C(C)(C)O2)=[CH:13][N:12]=1.C(=O)([O-])[O-].[Na+].[Na+].COCCOC.